From a dataset of Forward reaction prediction with 1.9M reactions from USPTO patents (1976-2016). Predict the product of the given reaction. (1) Given the reactants [C:1]([O:5][C:6]([N:8]([CH2:14][CH:15]=[O:16])[CH2:9][C:10](OC)=O)=[O:7])([CH3:4])([CH3:3])[CH3:2].Cl.[CH3:18][C:19]1([CH3:26])[CH2:24][CH2:23][CH2:22][CH:21]([NH2:25])[CH2:20]1.CCN(C(C)C)C(C)C.CC(O)=O, predict the reaction product. The product is: [CH3:18][C:19]1([CH3:26])[CH2:24][CH2:23][CH2:22][CH:21]([N:25]2[CH2:10][CH2:9][N:8]([C:6]([O:5][C:1]([CH3:2])([CH3:3])[CH3:4])=[O:7])[CH2:14][C:15]2=[O:16])[CH2:20]1. (2) Given the reactants FC(F)(F)C(O)=O.C(OC([N:15]1[CH2:20][CH2:19][CH:18]([O:21][C:22]2[CH:23]=[C:24]3[C:28](=[CH:29][CH:30]=2)[NH:27][C:26]([C:31]([N:33]2[CH2:38][CH2:37][C:36]([F:40])([F:39])[CH2:35][CH2:34]2)=[O:32])=[CH:25]3)[CH2:17][CH2:16]1)=O)(C)(C)C, predict the reaction product. The product is: [F:40][C:36]1([F:39])[CH2:37][CH2:38][N:33]([C:31]([C:26]2[NH:27][C:28]3[C:24]([CH:25]=2)=[CH:23][C:22]([O:21][CH:18]2[CH2:19][CH2:20][NH:15][CH2:16][CH2:17]2)=[CH:30][CH:29]=3)=[O:32])[CH2:34][CH2:35]1. (3) Given the reactants [CH:1]([C:4]1[NH:5][C:6]2[C:11]([CH:12]=1)=[CH:10][CH:9]=[C:8]([C:13]([O:15][CH2:16][CH3:17])=[O:14])[CH:7]=2)([CH3:3])[CH3:2].O=P(Cl)(Cl)Cl.CN([CH:26]=[O:27])C, predict the reaction product. The product is: [CH:26]([C:12]1[C:11]2[C:6](=[CH:7][C:8]([C:13]([O:15][CH2:16][CH3:17])=[O:14])=[CH:9][CH:10]=2)[NH:5][C:4]=1[CH:1]([CH3:3])[CH3:2])=[O:27]. (4) Given the reactants [F:1][C:2]1[C:10]([N+:11]([O-])=O)=[CH:9][CH:8]=[C:7]2[C:3]=1[CH2:4][CH2:5][N:6]2[C:14](=[O:26])[CH2:15][C:16]1[C:24]2[C:19](=[CH:20][CH:21]=[CH:22][CH:23]=2)[NH:18][C:17]=1[CH3:25].CO.[H][H], predict the reaction product. The product is: [NH2:11][C:10]1[C:2]([F:1])=[C:3]2[C:7](=[CH:8][CH:9]=1)[N:6]([C:14](=[O:26])[CH2:15][C:16]1[C:24]3[C:19](=[CH:20][CH:21]=[CH:22][CH:23]=3)[NH:18][C:17]=1[CH3:25])[CH2:5][CH2:4]2. (5) The product is: [N:27]1([CH2:26][CH2:25][O:24][C:17]2[C:18]3[C:23](=[CH:22][CH:21]=[CH:20][CH:19]=3)[C:14]([NH:13][C:11](=[O:12])[C:10]3[CH:33]=[CH:34][C:7]([N:6]4[C:2]([C:41]([F:42])([F:44])[F:43])=[CH:3][C:4]([C:35]5[CH:36]=[N:37][CH:38]=[CH:39][CH:40]=5)=[N:5]4)=[N:8][CH:9]=3)=[CH:15][CH:16]=2)[CH2:28][CH2:29][CH2:45][CH2:31][CH2:32]1. Given the reactants O[C:2]1([C:41]([F:44])([F:43])[F:42])[N:6]([C:7]2[CH:34]=[CH:33][C:10]([C:11]([NH:13][C:14]3[C:23]4[C:18](=[CH:19][CH:20]=[CH:21][CH:22]=4)[C:17]([O:24][CH2:25][CH2:26][N:27]4[CH2:32][CH2:31]O[CH2:29][CH2:28]4)=[CH:16][CH:15]=3)=[O:12])=[CH:9][N:8]=2)[N:5]=[C:4]([C:35]2[CH:36]=[N:37][CH:38]=[CH:39][CH:40]=2)[CH2:3]1.[C:45](O)(=O)C, predict the reaction product. (6) Given the reactants O[C:2]1([C:26]2[C:35]([OH:36])=[CH:34][C:29]3[O:30][CH2:31][CH2:32][O:33][C:28]=3[CH:27]=2)[C:10]2[C:5](=[CH:6][CH:7]=[C:8]([O:13][CH3:14])[C:9]=2[O:11][CH3:12])[N:4]([CH2:15][C:16]2[O:17][C:18]([C:21]([F:24])([F:23])[F:22])=[CH:19][CH:20]=2)[C:3]1=[O:25].ClC1C=CC=C2C=1C(O)(C1C(O)=CC3OCCC=3C=1)C(=O)N2C(C1C=CC=CC=1)C1C=CC=CC=1, predict the reaction product. The product is: [OH:36][C:35]1[C:26]([CH:2]2[C:10]3[C:5](=[CH:6][CH:7]=[C:8]([O:13][CH3:14])[C:9]=3[O:11][CH3:12])[N:4]([CH2:15][C:16]3[O:17][C:18]([C:21]([F:22])([F:23])[F:24])=[CH:19][CH:20]=3)[C:3]2=[O:25])=[CH:27][C:28]2[O:33][CH2:32][CH2:31][O:30][C:29]=2[CH:34]=1.